From a dataset of Reaction yield outcomes from USPTO patents with 853,638 reactions. Predict the reaction yield, written as a fraction of the theoretical maximum amount of product (1.0 means a 100% yield; for example, 0.34 means a 34% yield). (1) The product is [C:1]1([C:7]2[CH:12]=[C:11]([CH:13]3[CH2:18][CH2:17][S:16](=[O:19])(=[O:20])[CH2:15][CH2:14]3)[CH:10]=[CH:9][C:8]=2[NH:21][C:38]([C:27]2[N:28]([CH2:30][O:31][CH2:32][CH2:33][Si:34]([CH3:37])([CH3:36])[CH3:35])[CH:29]=[C:25]([C:23]#[N:24])[N:26]=2)=[O:39])[CH2:6][CH2:5][CH2:4][CH2:3][CH:2]=1. The catalyst is CN(C=O)C.CCOC(C)=O. The reactants are [C:1]1([C:7]2[CH:12]=[C:11]([CH:13]3[CH2:18][CH2:17][S:16](=[O:20])(=[O:19])[CH2:15][CH2:14]3)[CH:10]=[CH:9][C:8]=2[NH2:21])[CH2:6][CH2:5][CH2:4][CH2:3][CH:2]=1.[K+].[C:23]([C:25]1[N:26]=[C:27]([C:38]([O-])=[O:39])[N:28]([CH2:30][O:31][CH2:32][CH2:33][Si:34]([CH3:37])([CH3:36])[CH3:35])[CH:29]=1)#[N:24].F[P-](F)(F)(F)(F)F.Br[P+](N1CCCC1)(N1CCCC1)N1CCCC1.CCN(C(C)C)C(C)C. The yield is 0.730. (2) The reactants are [NH2:1][C:2]1[C:6]2=[N:7][N:8]([C:12]3[CH:17]=[CH:16][C:15]([O:18][CH3:19])=[CH:14][CH:13]=3)[C:9](=[O:11])[CH:10]=[C:5]2[NH:4][N:3]=1.Cl[C:21]1[N:26]=[CH:25][CH:24]=[CH:23][N:22]=1. The catalyst is CN1CCCC1=O.CO. The product is [CH3:19][O:18][C:15]1[CH:16]=[CH:17][C:12]([N:8]2[C:9](=[O:11])[CH:10]=[C:5]3[NH:4][N:3]=[C:2]([NH:1][C:21]4[N:26]=[CH:25][CH:24]=[CH:23][N:22]=4)[C:6]3=[N:7]2)=[CH:13][CH:14]=1. The yield is 0.280. (3) The reactants are [NH:1]1[C:7](=[O:8])[CH2:6][CH2:5][CH2:4][C:3]2[CH:9]=[CH:10][CH:11]=[CH:12][C:2]1=2.[N+:13]([O-])([OH:15])=[O:14].S(=O)(=O)(O)O. The catalyst is O. The product is [N+:13]([C:10]1[CH:11]=[CH:12][C:2]2[NH:1][C:7](=[O:8])[CH2:6][CH2:5][CH2:4][C:3]=2[CH:9]=1)([O-:15])=[O:14]. The yield is 0.530. (4) The reactants are [CH3:1][N:2]1[C:10]2[C:5](=[CH:6][CH:7]=[CH:8][CH:9]=2)[CH:4]=[C:3]1[CH2:11][NH:12][CH3:13].CCN(CC)CC.[C:21](Cl)(=[O:24])[CH:22]=[CH2:23]. The catalyst is C(Cl)Cl. The product is [CH3:13][N:12]([CH2:11][C:3]1[N:2]([CH3:1])[C:10]2[C:5]([CH:4]=1)=[CH:6][CH:7]=[CH:8][CH:9]=2)[C:21](=[O:24])[CH:22]=[CH2:23]. The yield is 0.910. (5) The reactants are C(O)(C(F)(F)F)=O.[BH4-].[Na+].[F:10][C:11]1[CH:12]=[C:13]([CH:17](O)[C:18]2[CH:19]=[C:20]3[C:26]4([CH2:31][CH2:30][N:29](C(OC(C)(C)C)=O)[CH2:28][CH2:27]4)[CH2:25][N:24]([C:39]4[C:40]5[C@H:47]([CH3:48])[CH2:46][CH2:45][C:41]=5[N:42]=[CH:43][N:44]=4)[C:21]3=[CH:22][CH:23]=2)[CH:14]=[CH:15][CH:16]=1.[OH-].[Na+].[ClH:52]. The catalyst is C(Cl)Cl.O.CCOCC. The product is [ClH:52].[ClH:52].[F:10][C:11]1[CH:12]=[C:13]([CH:14]=[CH:15][CH:16]=1)[CH2:17][C:18]1[CH:19]=[C:20]2[C:26]3([CH2:27][CH2:28][NH:29][CH2:30][CH2:31]3)[CH2:25][N:24]([C:39]3[C:40]4[C@H:47]([CH3:48])[CH2:46][CH2:45][C:41]=4[N:42]=[CH:43][N:44]=3)[C:21]2=[CH:22][CH:23]=1. The yield is 0.0600. (6) The reactants are Cl[C:2]1[N:7]=[CH:6][C:5]([NH2:8])=[CH:4][C:3]=1[C:9]([F:12])([F:11])[F:10].[C:13]([O-:16])(O)=O.[Na+].[CH3:18]O. The catalyst is C1C=CC(P(C2C=CC=CC=2)[C-]2C=CC=C2)=CC=1.C1C=CC(P(C2C=CC=CC=2)[C-]2C=CC=C2)=CC=1.Cl[Pd]Cl.[Fe+2]. The product is [NH2:8][C:5]1[CH:4]=[C:3]([C:9]([F:12])([F:11])[F:10])[C:2]([C:13](=[O:16])[CH3:18])=[N:7][CH:6]=1. The yield is 0.491. (7) The reactants are [Cl:1][C:2]1[N:10]=[C:9]([O:11][CH:12]([CH3:14])[CH3:13])[CH:8]=[CH:7][C:3]=1[C:4]([OH:6])=[O:5].[CH3:15]N(C)C=O.C(Cl)(=O)C(Cl)=O. The catalyst is O1CCCC1. The product is [Cl:1][C:2]1[N:10]=[C:9]([O:11][CH:12]([CH3:14])[CH3:13])[CH:8]=[CH:7][C:3]=1[C:4]([O:6][CH3:15])=[O:5]. The yield is 0.450. (8) The reactants are C(=O)([O-])[O-].[K+].[K+].Br[C:8]1[CH:9]=[C:10]([C:13]2[N:14]([CH2:25][C:26]3[CH:31]=[CH:30][C:29]([F:32])=[CH:28][C:27]=3[F:33])[C:15](=[O:24])[C:16]3[C:21]([CH:22]=2)=[CH:20][CH:19]=[CH:18][C:17]=3[Cl:23])[O:11][CH:12]=1.[CH2:34]([S:36][C:37]1[CH:38]=[C:39](B2OC(C)(C)C(C)(C)O2)[CH:40]=[C:41]([C:43]([F:46])([F:45])[F:44])[CH:42]=1)[CH3:35].O. The catalyst is C1COCC1.C1C=CC(P(C2C=CC=CC=2)[C-]2C=CC=C2)=CC=1.C1C=CC(P(C2C=CC=CC=2)[C-]2C=CC=C2)=CC=1.Cl[Pd]Cl.[Fe+2]. The product is [Cl:23][C:17]1[CH:18]=[CH:19][CH:20]=[C:21]2[C:16]=1[C:15](=[O:24])[N:14]([CH2:25][C:26]1[CH:31]=[CH:30][C:29]([F:32])=[CH:28][C:27]=1[F:33])[C:13]([C:10]1[O:11][CH:12]=[C:8]([C:39]3[CH:40]=[C:41]([C:43]([F:45])([F:44])[F:46])[CH:42]=[C:37]([S:36][CH2:34][CH3:35])[CH:38]=3)[CH:9]=1)=[CH:22]2. The yield is 0.430.